This data is from Reaction yield outcomes from USPTO patents with 853,638 reactions. The task is: Predict the reaction yield, written as a fraction of the theoretical maximum amount of product (1.0 means a 100% yield; for example, 0.34 means a 34% yield). (1) The reactants are [H-].[Na+].[Br:3][C:4]1[S:5][C:6]([C:10]2[NH:11][CH:12]=[CH:13][N:14]=2)=[C:7]([Br:9])[N:8]=1.[CH3:15][Si:16]([CH3:23])([CH3:22])[CH2:17][CH2:18][O:19][CH2:20]Cl. The catalyst is C1COCC1. The product is [Br:3][C:4]1[S:5][C:6]([C:10]2[N:14]([CH2:20][O:19][CH2:18][CH2:17][Si:16]([CH3:23])([CH3:22])[CH3:15])[CH:13]=[CH:12][N:11]=2)=[C:7]([Br:9])[N:8]=1. The yield is 0.816. (2) The reactants are [C:1](=[O:61])([O:3][C@@H:4]([C@@H:55]([CH3:60])/[CH:56]=[CH:57]\[CH:58]=[CH2:59])[C@@H:5]([CH3:54])[C@H:6]([O:44]CC1C=CC(OC)=CC=1)[CH2:7][CH2:8]/[CH:9]=[CH:10]\[C@H:11]([CH3:43])[C@H:12]([O:33]CC1C=CC(OC)=CC=1)[C@@H:13]([CH3:32])/[CH:14]=[CH:15]\[CH2:16][CH2:17][C@H:18]1[C@H:23]([CH3:24])[C@H:22]([O:25][CH2:26][O:27][CH3:28])[C@@H:21]([CH3:29])[C@H:20]([O:30][CH3:31])[O:19]1)[NH2:2].C(=O)(O[C@@H]([C@@H](C)/C=C\C=C)[C@@H](C)[C@H](O)CC/C=C\[C@H](C)[C@H](O)[C@@H](C)/C=C\CC[C@H]1[C@@H](C)[C@H](O)[C@@H](C)C(=O)O1)N. The catalyst is CCOC(C)=O.CCCCCC. The product is [C:1](=[O:61])([O:3][C@@H:4]([C@@H:55]([CH3:60])/[CH:56]=[CH:57]\[CH:58]=[CH2:59])[C@@H:5]([CH3:54])[C@H:6]([OH:44])[CH2:7][CH2:8]/[CH:9]=[CH:10]\[C@H:11]([CH3:43])[C@H:12]([OH:33])[C@@H:13]([CH3:32])/[CH:14]=[CH:15]\[CH2:16][CH2:17][C@H:18]1[C@H:23]([CH3:24])[C@H:22]([O:25][CH2:26][O:27][CH3:28])[C@@H:21]([CH3:29])[C@H:20]([O:30][CH3:31])[O:19]1)[NH2:2]. The yield is 0.920. (3) The yield is 0.460. The product is [C:1]([O:5][C:6]([N:8]1[CH2:13][CH2:12][CH:11]([C:14]2[N:15]([CH2:46][CH:41]3[CH2:42][CH2:43][CH2:44][CH2:45][N:40]3[CH2:33][C:34]3[CH:39]=[CH:38][CH:37]=[CH:36][CH:35]=3)[CH:16]=[C:17]([C:19]3[CH:24]=[CH:23][C:22]([F:25])=[C:21]([C:26]([F:27])([F:28])[F:29])[CH:20]=3)[N:18]=2)[CH2:10][CH2:9]1)=[O:7])([CH3:4])([CH3:2])[CH3:3]. The catalyst is CS(C)=O. The reactants are [C:1]([O:5][C:6]([N:8]1[CH2:13][CH2:12][CH:11]([C:14]2[NH:15][CH:16]=[C:17]([C:19]3[CH:24]=[CH:23][C:22]([F:25])=[C:21]([C:26]([F:29])([F:28])[F:27])[CH:20]=3)[N:18]=2)[CH2:10][CH2:9]1)=[O:7])([CH3:4])([CH3:3])[CH3:2].[OH-].[K+].Cl.[CH2:33]([N:40]1[CH2:45][CH2:44][CH2:43][CH2:42][C@@H:41]1[CH2:46]Br)[C:34]1[CH:39]=[CH:38][CH:37]=[CH:36][CH:35]=1.O.